Dataset: Forward reaction prediction with 1.9M reactions from USPTO patents (1976-2016). Task: Predict the product of the given reaction. (1) Given the reactants C[O-].[Ca+2].C[O-].[CH3:6][CH:7]([C:9]1[N:13]([CH2:14][CH2:15][C@@H:16]([OH:24])[CH2:17][C@@H:18]([OH:23])[CH2:19][C:20]([OH:22])=[O:21])[C:12]([C:25]2[CH:26]=[CH:27][C:28]([F:31])=[CH:29][CH:30]=2)=[C:11]([C:32]2[CH:33]=[CH:34][CH:35]=[CH:36][CH:37]=2)[C:10]=1[C:38]([NH:40][C:41]1[CH:42]=[CH:43][CH:44]=[CH:45][CH:46]=1)=[O:39])[CH3:8].[CH3:8][CH:7]([C:9]1[N:13]([CH2:14][CH2:15][C@@H:16]([OH:24])[CH2:17][C@@H:18]([OH:23])[CH2:19][C:20]([OH:22])=[O:21])[C:12]([C:25]2[CH:30]=[CH:29][C:28]([F:31])=[CH:27][CH:26]=2)=[C:11]([C:32]2[CH:37]=[CH:36][CH:35]=[CH:34][CH:33]=2)[C:10]=1[C:38]([NH:40][C:41]1[CH:46]=[CH:45][CH:44]=[CH:43][CH:42]=1)=[O:39])[CH3:6].[Ca], predict the reaction product. The product is: [CH3:8][CH:7]([C:9]1[N:13]([CH2:14][CH2:15][C@@H:16]([OH:24])[CH2:17][C@@H:18]([OH:23])[CH2:19][C:20]([OH:22])=[O:21])[C:12]([C:25]2[CH:30]=[CH:29][C:28]([F:31])=[CH:27][CH:26]=2)=[C:11]([C:32]2[CH:37]=[CH:36][CH:35]=[CH:34][CH:33]=2)[C:10]=1[C:38]([NH:40][C:41]1[CH:46]=[CH:45][CH:44]=[CH:43][CH:42]=1)=[O:39])[CH3:6]. (2) Given the reactants [NH2:1][C:2]1[NH:3][C:4](=O)[C:5]2[C:10]3[CH2:11][CH2:12][CH2:13][CH2:14][C:9]=3[S:8][C:6]=2[N:7]=1.O=P(Cl)(Cl)[Cl:18].C(Cl)(Cl)Cl, predict the reaction product. The product is: [Cl:18][C:4]1[C:5]2[C:10]3[CH2:11][CH2:12][CH2:13][CH2:14][C:9]=3[S:8][C:6]=2[N:7]=[C:2]([NH2:1])[N:3]=1. (3) The product is: [CH2:1]([O:3][P:4]([CH2:9][CH2:10][C:11]([CH3:28])=[CH:12][CH2:13][C:14]1[C:15]([OH:27])=[C:16]2[C:20](=[C:21]([CH3:25])[C:22]=1[O:23][CH3:24])[CH2:19][O:18][C:17]2=[O:26])(=[O:5])[OH:8])[CH3:2]. Given the reactants [CH2:1]([O:3][P:4]([CH2:9][CH2:10][C:11]([CH3:28])=[CH:12][CH2:13][C:14]1[C:15]([OH:27])=[C:16]2[C:20](=[C:21]([CH3:25])[C:22]=1[O:23][CH3:24])[CH2:19][O:18][C:17]2=[O:26])(=[O:8])[O:5]CC)[CH3:2].[Li+].[OH-].CO.Cl, predict the reaction product. (4) Given the reactants [O:1]1[CH:6]=[CH:5][CH:4]=[CH:3][CH2:2]1.[Li+].[OH-].Cl.[CH3:10]COC(C)=O.[CH2:16]1[CH2:20]O[CH2:18][CH2:17]1, predict the reaction product. The product is: [CH:5]1[C:4]2[C:3](=[CH:18][CH:17]=[CH:16][CH:20]=2)[CH:2]=[CH:10][C:6]=1[OH:1].